From a dataset of Forward reaction prediction with 1.9M reactions from USPTO patents (1976-2016). Predict the product of the given reaction. (1) Given the reactants C([O:3][C:4](=O)[CH2:5][CH2:6][CH2:7][NH:8][C@H:9]([C:12](=[O:14])[NH2:13])[CH2:10][CH3:11])C, predict the reaction product. The product is: [O:3]=[C:4]1[CH2:5][CH2:6][CH2:7][N:8]1[C@@H:9]([CH2:10][CH3:11])[C:12]([NH2:13])=[O:14]. (2) The product is: [Cl:8][C:9]1[CH:10]=[CH:11][C:12]([C:31](=[O:46])[NH:32][C:33]2[CH:38]=[CH:37][C:36]([C:39]3[CH:40]=[CH:41][C:42]([Cl:45])=[CH:43][CH:44]=3)=[CH:35][CH:34]=2)=[C:13]([C:15]2[CH:16]=[CH:17][C:18]([C:21]([NH:23][CH2:24][CH2:25][C:26]([OH:28])=[O:27])=[O:22])=[N:19][CH:20]=2)[CH:14]=1. Given the reactants [OH-].[Na+].C1COCC1.[Cl:8][C:9]1[CH:10]=[CH:11][C:12]([C:31](=[O:46])[NH:32][C:33]2[CH:38]=[CH:37][C:36]([C:39]3[CH:44]=[CH:43][C:42]([Cl:45])=[CH:41][CH:40]=3)=[CH:35][CH:34]=2)=[C:13]([C:15]2[CH:16]=[CH:17][C:18]([C:21]([NH:23][CH2:24][CH2:25][C:26]([O:28]CC)=[O:27])=[O:22])=[N:19][CH:20]=2)[CH:14]=1, predict the reaction product.